This data is from Full USPTO retrosynthesis dataset with 1.9M reactions from patents (1976-2016). The task is: Predict the reactants needed to synthesize the given product. (1) The reactants are: [OH:1][C:2]1[CH:9]=[CH:8][C:5]([CH:6]=[O:7])=[CH:4][CH:3]=1.Br[CH2:11][CH2:12][CH2:13][CH2:14]Cl.C(=O)([O-])[O-].[K+].[K+].[BH4-].[Na+].[CH3:24][O:25][C:26]1[CH:31]=[CH:30][CH:29]=[CH:28][C:27]=1[N:32]1[CH2:37][CH2:36][NH:35][CH2:34][CH2:33]1.C(=O)([O-])[O-].[Na+].[Na+].[I-].[K+].[C:46](N1C=CN=C1)([N:48]1C=CN=C1)=[O:47].[OH-].[NH4+]. Given the product [CH3:24][O:25][C:26]1[CH:31]=[CH:30][CH:29]=[CH:28][C:27]=1[N:32]1[CH2:37][CH2:36][N:35]([CH2:11][CH2:12][CH2:13][CH2:14][O:1][C:2]2[CH:9]=[CH:8][C:5]([CH2:6][O:7][C:46](=[O:47])[NH2:48])=[CH:4][CH:3]=2)[CH2:34][CH2:33]1, predict the reactants needed to synthesize it. (2) Given the product [CH2:6]([C:8]1[CH:9]=[CH:10][C:11]([O:14][CH3:15])=[C:12]([CH:13]=1)[C:24]([OH:26])=[O:25])[CH3:7], predict the reactants needed to synthesize it. The reactants are: C([Li])CCC.[CH2:6]([C:8]1[CH:13]=[CH:12][C:11]([O:14][CH3:15])=[CH:10][CH:9]=1)[CH3:7].CN(C)CCN(C)C.[C:24](=[O:26])=[O:25].[OH-].[Na+]. (3) Given the product [CH2:20]([N:17]([CH2:18][CH3:19])[C:7]1[N:9]=[C:10]([O:5][N:4]=[C:2]([CH3:3])[CH3:1])[N:12]=[C:13]([O:5][N:4]=[C:2]([CH3:3])[CH3:1])[N:6]=1)[CH3:21], predict the reactants needed to synthesize it. The reactants are: [CH3:1][C:2](=[N:4][OH:5])[CH3:3].[N:6]1[C:13](Cl)=[N:12][C:10](Cl)=[N:9][C:7]=1Cl.C([N:17]([CH2:20][CH3:21])[CH2:18][CH3:19])C. (4) The reactants are: Br[C:2]1[C:11]2[CH2:10][N:9]([CH2:12][CH2:13][CH3:14])[CH2:8][CH2:7][C:6]=2[C:5]([NH2:15])=[C:4]([N+:16]([O-])=O)[CH:3]=1. Given the product [CH2:12]([N:9]1[CH2:8][CH2:7][C:6]2[C:11](=[CH:2][CH:3]=[C:4]([NH2:16])[C:5]=2[NH2:15])[CH2:10]1)[CH2:13][CH3:14], predict the reactants needed to synthesize it. (5) The reactants are: CC1C=CC(S(O[CH2:12][CH2:13][C:14]#[C:15][C:16]2[C:24]3[C:23]([Cl:25])=[N:22][C:21]([NH2:26])=[N:20][C:19]=3[N:18]([CH2:27][C:28]3[C:33]([CH3:34])=[C:32]([O:35][CH3:36])[C:31]([CH3:37])=[CH:30][N:29]=3)[CH:17]=2)(=O)=O)=CC=1.[F-].[Cs+].CO. Given the product [C:15]([C:16]1[C:24]2[C:23]([Cl:25])=[N:22][C:21]([NH2:26])=[N:20][C:19]=2[N:18]([CH2:27][C:28]2[C:33]([CH3:34])=[C:32]([O:35][CH3:36])[C:31]([CH3:37])=[CH:30][N:29]=2)[CH:17]=1)#[C:14][CH:13]=[CH2:12], predict the reactants needed to synthesize it. (6) Given the product [NH2:8][C@@H:9]([CH3:22])[C@@H:10]([C:12]1[CH:13]=[CH:14][C:15]2[CH2:20][O:19][CH2:18][O:17][C:16]=2[CH:21]=1)[O:11][C:31]1[CH:32]=[C:33]2[C:37](=[CH:38][CH:39]=1)[N:36]([C:40]1[CH:41]=[C:42]([CH:50]=[CH:51][CH:52]=1)[C:43]([O:45][CH2:46][CH:47]([CH3:48])[CH3:49])=[O:44])[N:35]=[CH:34]2, predict the reactants needed to synthesize it. The reactants are: C(=O)([O-])[O-].[Cs+].[Cs+].Cl.[NH2:8][C@@H:9]([CH3:22])[C@@H:10]([C:12]1[CH:13]=[CH:14][C:15]2[CH2:20][O:19][CH2:18][O:17][C:16]=2[CH:21]=1)[OH:11].CN(C)CC(O)=O.I[C:31]1[CH:32]=[C:33]2[C:37](=[CH:38][CH:39]=1)[N:36]([C:40]1[CH:41]=[C:42]([CH:50]=[CH:51][CH:52]=1)[C:43]([O:45][CH2:46][CH:47]([CH3:49])[CH3:48])=[O:44])[N:35]=[CH:34]2. (7) Given the product [CH3:29][C:30]1([CH3:46])[C:34]([CH3:36])([CH3:35])[O:33][B:32]([C:2]2[CH:3]=[CH:4][C:5]3[O:9][C:8]4[CH:10]=[C:11]([S:14]([NH:17][CH2:18][C:19]([O:21][CH3:22])=[O:20])(=[O:16])=[O:15])[CH:12]=[CH:13][C:7]=4[C:6]=3[CH:23]=2)[O:31]1, predict the reactants needed to synthesize it. The reactants are: Br[C:2]1[CH:3]=[CH:4][C:5]2[O:9][C:8]3[CH:10]=[C:11]([S:14]([NH:17][CH2:18][C:19]([O:21][CH3:22])=[O:20])(=[O:16])=[O:15])[CH:12]=[CH:13][C:7]=3[C:6]=2[CH:23]=1.CC([O-])=O.[K+].[CH3:29][C:30]1([CH3:46])[C:34]([CH3:36])([CH3:35])[O:33][B:32]([B:32]2[O:33][C:34]([CH3:36])([CH3:35])[C:30]([CH3:46])([CH3:29])[O:31]2)[O:31]1.